Dataset: Forward reaction prediction with 1.9M reactions from USPTO patents (1976-2016). Task: Predict the product of the given reaction. (1) Given the reactants [F:1][C:2]([F:12])([F:11])[CH:3]([C:5]1[CH:10]=[CH:9][CH:8]=[CH:7][CH:6]=1)[OH:4].Cl[C:14]1[N:15]=[C:16]([OH:24])[C:17]2[CH:23]=[CH:22][N:21]=[CH:20][C:18]=2[N:19]=1, predict the reaction product. The product is: [F:1][C:2]([F:11])([F:12])[CH:3]([C:5]1[CH:10]=[CH:9][CH:8]=[CH:7][CH:6]=1)[O:4][C:14]1[N:15]=[C:16]([OH:24])[C:17]2[CH:23]=[CH:22][N:21]=[CH:20][C:18]=2[N:19]=1. (2) Given the reactants [CH2:1]([NH2:3])[CH3:2].[NH2:4][C:5]1[S:6][C:7]2[C:13]([C:14]([OH:16])=O)=[CH:12][C:11]([O:17][CH3:18])=[CH:10][C:8]=2[N:9]=1.C(N(C(C)C)CC)(C)C.CN(C(ON1N=NC2C=CC=NC1=2)=[N+](C)C)C.F[P-](F)(F)(F)(F)F, predict the reaction product. The product is: [NH2:4][C:5]1[S:6][C:7]2[C:13]([C:14]([NH:3][CH2:1][CH3:2])=[O:16])=[CH:12][C:11]([O:17][CH3:18])=[CH:10][C:8]=2[N:9]=1. (3) Given the reactants [Mg].BrCC[C:5]1C=C[CH:8]=[C:7]([F:11])[CH:6]=1.[CH2:12]([C:19]1([N:26]([CH3:28])[CH3:27])[CH2:24][CH2:23][C:22](=[O:25])[CH2:21][CH2:20]1)[C:13]1[CH:18]=[CH:17][CH:16]=[CH:15][CH:14]=1.[Cl-:29].[NH4+].O1[CH2:35][CH2:34][CH2:33][CH2:32]1, predict the reaction product. The product is: [CH2:12]([C:19]1([N:26]([CH3:27])[CH3:28])[CH2:20][CH2:21][C:22]([CH2:32][CH2:33][C:34]2[CH:35]=[CH:8][C:7]([F:11])=[CH:6][CH:5]=2)([OH:25])[CH2:23][CH2:24]1)[C:13]1[CH:18]=[CH:17][CH:16]=[CH:15][CH:14]=1.[ClH:29].[CH2:12]([C:19]1([N:26]([CH3:27])[CH3:28])[CH2:20][CH2:21][C:22]([CH2:32][CH2:33][C:34]2[CH:35]=[CH:8][C:7]([F:11])=[CH:6][CH:5]=2)([OH:25])[CH2:23][CH2:24]1)[C:13]1[CH:18]=[CH:17][CH:16]=[CH:15][CH:14]=1. (4) Given the reactants [NH:1]1[CH2:4][CH2:3][C:2]1=[O:5].I[C:7]1[CH:12]=[CH:11][CH:10]=[CH:9][CH:8]=1.N[C@@H]1CCCC[C@H]1N.C(=O)([O-])[O-].[K+].[K+], predict the reaction product. The product is: [C:7]1([N:1]2[CH2:4][CH2:3][C:2]2=[O:5])[CH:12]=[CH:11][CH:10]=[CH:9][CH:8]=1.